From a dataset of Forward reaction prediction with 1.9M reactions from USPTO patents (1976-2016). Predict the product of the given reaction. (1) Given the reactants O.[SH-].[Na+].[Cl:4][CH2:5][C:6]1([CH3:15])[O:10][N:9]=[C:8]([S:11]([CH3:14])(=O)=O)[CH2:7]1.C(=O)([O-])[O-].[K+].[K+].C(S([O-])=O)O.[Na+].BrC[C:30]1[C:31]([C:37]([F:40])([F:39])[F:38])=[N:32][N:33]([CH3:36])[C:34]=1[Cl:35], predict the reaction product. The product is: [Cl:35][C:34]1[N:33]([CH3:36])[N:32]=[C:31]([C:37]([F:40])([F:39])[F:38])[C:30]=1[CH2:14][S:11][C:8]1[CH2:7][C:6]([CH2:5][Cl:4])([CH3:15])[O:10][N:9]=1. (2) Given the reactants [Cl:1][C:2]1[CH:7]=[CH:6][C:5]([C:8]2[N:12]([C:13]3[CH:18]=[CH:17][C:16]([S:19]([NH2:22])(=[O:21])=[O:20])=[CH:15][CH:14]=3)[C:11]([CH3:23])=[C:10]([C:24](=[O:27])[CH2:25][CH3:26])[CH:9]=2)=[CH:4][CH:3]=1.C(N(CC)CC)C.[C:35](OC(=O)C)(=[O:37])[CH3:36], predict the reaction product. The product is: [C:35]([NH:22][S:19]([C:16]1[CH:15]=[CH:14][C:13]([N:12]2[C:8]([C:5]3[CH:4]=[CH:3][C:2]([Cl:1])=[CH:7][CH:6]=3)=[CH:9][C:10]([C:24](=[O:27])[CH2:25][CH3:26])=[C:11]2[CH3:23])=[CH:18][CH:17]=1)(=[O:20])=[O:21])(=[O:37])[CH3:36].